Dataset: Full USPTO retrosynthesis dataset with 1.9M reactions from patents (1976-2016). Task: Predict the reactants needed to synthesize the given product. (1) Given the product [F:23][C:18]1[CH:17]=[CH:16][C:15]([C:6]2[CH:7]=[N:8][C:3]([C:2]([F:13])([F:12])[F:1])=[CH:4][CH:5]=2)=[N:20][C:19]=1[CH:21]=[O:22], predict the reactants needed to synthesize it. The reactants are: [F:1][C:2]([F:13])([F:12])[C:3]1[N:8]=[CH:7][C:6](B(O)O)=[CH:5][CH:4]=1.Br[C:15]1[N:20]=[C:19]([CH:21]=[O:22])[C:18]([F:23])=[CH:17][CH:16]=1. (2) Given the product [CH3:1][O:2][C:3]1[CH:8]=[CH:7][C:6]([C:9]([C:36]2[CH:41]=[CH:40][C:39]([O:42][CH3:43])=[CH:38][CH:37]=2)([C:30]2[CH:35]=[CH:34][CH:33]=[CH:32][CH:31]=2)[NH:10][C:11]2[O:12][C@H:13]([C:26]([F:29])([F:28])[F:27])[CH2:14][C@:15]([C:18]3[CH:23]=[C:22]([C:52]#[C:51][C:49]4[CH:48]=[N:47][CH:46]=[C:45]([Cl:44])[CH:50]=4)[CH:21]=[CH:20][C:19]=3[F:25])([CH3:17])[N:16]=2)=[CH:5][CH:4]=1, predict the reactants needed to synthesize it. The reactants are: [CH3:1][O:2][C:3]1[CH:8]=[CH:7][C:6]([C:9]([C:36]2[CH:41]=[CH:40][C:39]([O:42][CH3:43])=[CH:38][CH:37]=2)([C:30]2[CH:35]=[CH:34][CH:33]=[CH:32][CH:31]=2)[NH:10][C:11]2[O:12][C@H:13]([C:26]([F:29])([F:28])[F:27])[CH2:14][C@:15]([C:18]3[CH:23]=[C:22](I)[CH:21]=[CH:20][C:19]=3[F:25])([CH3:17])[N:16]=2)=[CH:5][CH:4]=1.[Cl:44][C:45]1[CH:46]=[N:47][CH:48]=[C:49]([C:51]#[C:52][Si](C)(C)C)[CH:50]=1. (3) Given the product [Br:1][C:2]1[CH:7]=[C:6]([O:8][C:9]([F:11])([F:12])[F:10])[CH:5]=[C:4]([O:13][CH3:14])[CH:3]=1, predict the reactants needed to synthesize it. The reactants are: [Br:1][C:2]1[CH:3]=[C:4]([OH:13])[CH:5]=[C:6]([O:8][C:9]([F:12])([F:11])[F:10])[CH:7]=1.[CH3:14]N(C)C=O.C(=O)([O-])[O-].[K+].[K+].CI. (4) Given the product [Cl:29][C:25]1[CH:24]=[C:23]([N:9]([CH:10]2[CH2:15][CH2:14][CH2:13][NH:12][CH2:11]2)[CH2:8][CH2:7][CH2:6][NH:5][C:3](=[O:4])[O:2][CH3:1])[CH:28]=[CH:27][CH:26]=1, predict the reactants needed to synthesize it. The reactants are: [CH3:1][O:2][C:3]([NH:5][CH2:6][CH2:7][CH2:8][N:9]([C:23]1[CH:28]=[CH:27][CH:26]=[C:25]([Cl:29])[CH:24]=1)[CH:10]1[CH2:15][CH2:14][CH2:13][N:12](C(OC(C)(C)C)=O)[CH2:11]1)=[O:4].C(=O)(O)[O-].[Na+]. (5) Given the product [F:1][C:2]1[CH:7]=[CH:6][CH:5]=[CH:4][C:3]=1[N:8]1[C:16](=[O:17])[C:15]2[C@@H:14]3[C:18]([CH3:20])([CH3:19])[C@@:11]([CH3:21])([CH2:12][CH2:13]3)[C:10]=2[N:9]1[CH:23]([CH3:25])[CH3:24], predict the reactants needed to synthesize it. The reactants are: [F:1][C:2]1[CH:7]=[CH:6][CH:5]=[CH:4][C:3]=1[N:8]1[C:16](=[O:17])[C:15]2[C@@H:14]3[C:18]([CH3:20])([CH3:19])[C@@:11]([CH3:21])([CH2:12][CH2:13]3)[C:10]=2[NH:9]1.I[CH:23]([CH3:25])[CH3:24].